The task is: Regression/Classification. Given a drug SMILES string, predict its absorption, distribution, metabolism, or excretion properties. Task type varies by dataset: regression for continuous measurements (e.g., permeability, clearance, half-life) or binary classification for categorical outcomes (e.g., BBB penetration, CYP inhibition). Dataset: cyp2c19_veith.. This data is from CYP2C19 inhibition data for predicting drug metabolism from PubChem BioAssay. (1) The drug is CC(=O)OCCNC(=O)c1cccnc1. The result is 0 (non-inhibitor). (2) The result is 1 (inhibitor). The molecule is Cn1nc(C(F)(F)F)c(C(=O)Nc2cccc(Cl)c2)c1Cl.